Dataset: Reaction yield outcomes from USPTO patents with 853,638 reactions. Task: Predict the reaction yield, written as a fraction of the theoretical maximum amount of product (1.0 means a 100% yield; for example, 0.34 means a 34% yield). (1) The reactants are [N:1]1([C:7]([O:9][CH2:10][C:11]2[CH:16]=[CH:15][CH:14]=[CH:13][CH:12]=2)=[O:8])[CH2:6][CH2:5][NH:4][CH2:3][CH2:2]1.[CH3:17][C:18]1([CH3:34])[O:22][B:21]([C:23]2[CH:31]=[CH:30][C:26]([C:27](O)=[O:28])=[CH:25][CH:24]=2)[O:20][C:19]1([CH3:33])[CH3:32].C(Cl)CCl.C1C=CC2N(O)N=NC=2C=1.C(N(CC)CC)C. The catalyst is ClCCl. The product is [CH3:17][C:18]1([CH3:34])[C:19]([CH3:32])([CH3:33])[O:20][B:21]([C:23]2[CH:31]=[CH:30][C:26]([C:27]([N:4]3[CH2:5][CH2:6][N:1]([C:7]([O:9][CH2:10][C:11]4[CH:16]=[CH:15][CH:14]=[CH:13][CH:12]=4)=[O:8])[CH2:2][CH2:3]3)=[O:28])=[CH:25][CH:24]=2)[O:22]1. The yield is 0.840. (2) The reactants are [CH3:1][C:2]1[N:3]([CH2:31][C:32]2[CH:41]=[CH:40][CH:39]=[CH:38][C:33]=2[C:34]([O:36]C)=[O:35])[C:4](=[O:30])[C:5]([CH2:11][C:12]2[CH:17]=[CH:16][C:15]([C:18]3[CH:23]=[CH:22][CH:21]=[CH:20][C:19]=3[C:24]3[NH:28][C:27](=[O:29])[O:26][N:25]=3)=[CH:14][CH:13]=2)=[C:6]([CH2:8][CH2:9][CH3:10])[N:7]=1.[OH-].[Na+].CO.Cl. The catalyst is O. The product is [CH3:1][C:2]1[N:3]([CH2:31][C:32]2[CH:41]=[CH:40][CH:39]=[CH:38][C:33]=2[C:34]([OH:36])=[O:35])[C:4](=[O:30])[C:5]([CH2:11][C:12]2[CH:13]=[CH:14][C:15]([C:18]3[CH:23]=[CH:22][CH:21]=[CH:20][C:19]=3[C:24]3[NH:28][C:27](=[O:29])[O:26][N:25]=3)=[CH:16][CH:17]=2)=[C:6]([CH2:8][CH2:9][CH3:10])[N:7]=1. The yield is 0.800.